This data is from Reaction yield outcomes from USPTO patents with 853,638 reactions. The task is: Predict the reaction yield, written as a fraction of the theoretical maximum amount of product (1.0 means a 100% yield; for example, 0.34 means a 34% yield). (1) The reactants are Cl[CH2:2][CH2:3][N:4]1[C:12]2[C:7](=[CH:8][CH:9]=[CH:10][CH:11]=2)[CH:6]=[CH:5]1.[C:13]1(=[O:23])[NH:17][C:16](=[O:18])[C:15]2=[CH:19][CH:20]=[CH:21][CH:22]=[C:14]12.[K]. The catalyst is CN(C=O)C. The product is [N:4]1([CH2:3][CH2:2][N:17]2[C:13](=[O:23])[C:14]3[C:15](=[CH:19][CH:20]=[CH:21][CH:22]=3)[C:16]2=[O:18])[C:12]2[C:7](=[CH:8][CH:9]=[CH:10][CH:11]=2)[CH:6]=[CH:5]1. The yield is 0.430. (2) The reactants are [C:1]([C:3]1[C:4]([CH3:20])=[C:5]2[C:10](=[CH:11][CH:12]=1)[CH2:9][N:8]([C:13]([O:15][C:16]([CH3:19])([CH3:18])[CH3:17])=[O:14])[CH2:7][CH2:6]2)#[N:2].C(=O)([O-])O.[Na+].Cl.[NH2:27][OH:28]. The catalyst is C(O)C. The product is [OH:28][NH:27][C:1](=[NH:2])[C:3]1[C:4]([CH3:20])=[C:5]2[C:10](=[CH:11][CH:12]=1)[CH2:9][N:8]([C:13]([O:15][C:16]([CH3:17])([CH3:18])[CH3:19])=[O:14])[CH2:7][CH2:6]2. The yield is 0.860.